From a dataset of Peptide-MHC class I binding affinity with 185,985 pairs from IEDB/IMGT. Regression. Given a peptide amino acid sequence and an MHC pseudo amino acid sequence, predict their binding affinity value. This is MHC class I binding data. (1) The peptide sequence is GMFTNRSGFQ. The MHC is HLA-A32:01 with pseudo-sequence HLA-A32:01. The binding affinity (normalized) is 0. (2) The peptide sequence is SDLANSHQRSD. The MHC is H-2-Kb with pseudo-sequence H-2-Kb. The binding affinity (normalized) is 0.0256. (3) The MHC is HLA-B18:01 with pseudo-sequence HLA-B18:01. The peptide sequence is RSYMSFWCK. The binding affinity (normalized) is 0.0847. (4) The peptide sequence is QENEIYTYF. The MHC is HLA-A02:01 with pseudo-sequence HLA-A02:01. The binding affinity (normalized) is 0.0847. (5) The peptide sequence is NIRQAGVQY. The MHC is HLA-A02:03 with pseudo-sequence HLA-A02:03. The binding affinity (normalized) is 0. (6) The peptide sequence is YRSDIVGTY. The MHC is HLA-B27:05 with pseudo-sequence HLA-B27:05. The binding affinity (normalized) is 0.670. (7) The peptide sequence is KLCPVQLWV. The MHC is HLA-A02:06 with pseudo-sequence HLA-A02:06. The binding affinity (normalized) is 0.710.